This data is from Forward reaction prediction with 1.9M reactions from USPTO patents (1976-2016). The task is: Predict the product of the given reaction. Given the reactants [CH3:1][S:2]([CH3:4])=[O:3].[CH3:5][C:6](=[O:12])[CH2:7][CH2:8][CH2:9][CH2:10][CH3:11].C[Si](C)(OC(=O)C)OC(=O)C, predict the reaction product. The product is: [CH3:5][C:6](=[O:12])[CH2:7][CH2:8][CH2:9][CH2:10][CH3:11].[CH3:1][S:2]([CH3:4])=[O:3].